From a dataset of Peptide-MHC class II binding affinity with 134,281 pairs from IEDB. Regression. Given a peptide amino acid sequence and an MHC pseudo amino acid sequence, predict their binding affinity value. This is MHC class II binding data. (1) The peptide sequence is GAGLAGAAIGSVGLGKVLID. The MHC is DRB1_0301 with pseudo-sequence DRB1_0301. The binding affinity (normalized) is 0.406. (2) The peptide sequence is EKKYFAATQFEMLAA. The MHC is HLA-DPA10201-DPB10101 with pseudo-sequence HLA-DPA10201-DPB10101. The binding affinity (normalized) is 1.00.